This data is from hERG potassium channel inhibition data for cardiac toxicity prediction from Karim et al.. The task is: Regression/Classification. Given a drug SMILES string, predict its toxicity properties. Task type varies by dataset: regression for continuous values (e.g., LD50, hERG inhibition percentage) or binary classification for toxic/non-toxic outcomes (e.g., AMES mutagenicity, cardiotoxicity, hepatotoxicity). Dataset: herg_karim. The compound is O=S(=O)(CCN1CCC(Cc2ccccc2)C(O)C1)c1ccc(O)cc1. The result is 0 (non-blocker).